This data is from Catalyst prediction with 721,799 reactions and 888 catalyst types from USPTO. The task is: Predict which catalyst facilitates the given reaction. (1) Reactant: CN(C(ON1N=NC2C=CC=NC1=2)=[N+](C)C)C.F[P-](F)(F)(F)(F)F.[F:25][C:26]1[C:39]([CH2:40][N:41]2[CH2:61][CH2:60][C:44]3([O:49][CH2:48][CH2:47][N:46]([C:50]([C:52]4[N:53]=[C:54]([CH:57]([CH3:59])[CH3:58])[S:55][CH:56]=4)=[O:51])[CH2:45]3)[CH2:43][CH2:42]2)=[CH:38][CH:37]=[CH:36][C:27]=1[CH2:28][CH2:29][O:30][CH2:31][CH2:32][C:33](O)=[O:34].[CH3:62][O:63][CH:64]([O:72][CH3:73])[CH2:65][NH:66][CH2:67][C:68]([F:71])([F:70])[F:69].C(N(CC)CC)C. Product: [CH3:73][O:72][CH:64]([O:63][CH3:62])[CH2:65][N:66]([CH2:67][C:68]([F:69])([F:70])[F:71])[C:33](=[O:34])[CH2:32][CH2:31][O:30][CH2:29][CH2:28][C:27]1[CH:36]=[CH:37][CH:38]=[C:39]([CH2:40][N:41]2[CH2:42][CH2:43][C:44]3([O:49][CH2:48][CH2:47][N:46]([C:50]([C:52]4[N:53]=[C:54]([CH:57]([CH3:59])[CH3:58])[S:55][CH:56]=4)=[O:51])[CH2:45]3)[CH2:60][CH2:61]2)[C:26]=1[F:25]. The catalyst class is: 3. (2) Reactant: [CH:1]1([C:4]2[NH:12][C:7]3=[N:8][CH:9]=[CH:10][CH:11]=[C:6]3[CH:5]=2)[CH2:3][CH2:2]1.ClC1C=C(C=CC=1)C(OO)=[O:18].S(S([O-])=O)([O-])(=O)=O.[Na+].[Na+]. Product: [CH:1]1([C:4]2[NH:12][C:7]3=[N+:8]([O-:18])[CH:9]=[CH:10][CH:11]=[C:6]3[CH:5]=2)[CH2:3][CH2:2]1. The catalyst class is: 57. (3) The catalyst class is: 132. Reactant: [CH3:1][C:2]1[N:7]=[C:6]([C:8](=[N:10][OH:11])[NH2:9])[CH:5]=[C:4]([C:12]2[CH:17]=[CH:16][CH:15]=[C:14]([CH3:18])[CH:13]=2)[N:3]=1.[C:19](N1C=CN=C1)(N1C=CN=C1)=[O:20].N12CCCN=C1CCCCC2.Cl. Product: [CH3:1][C:2]1[N:7]=[C:6]([C:8]2[NH:10][O:11][C:19](=[O:20])[N:9]=2)[CH:5]=[C:4]([C:12]2[CH:17]=[CH:16][CH:15]=[C:14]([CH3:18])[CH:13]=2)[N:3]=1. (4) Reactant: C([N:20]1[CH:24]=[C:23]([C:25]2[CH:40]=[CH:39][CH:38]=[CH:37][C:26]=2[O:27][CH2:28][CH2:29][C:30]2[CH:36]=[CH:35][C:33]([NH2:34])=[CH:32][CH:31]=2)[N:22]=[CH:21]1)(C1C=CC=CC=1)(C1C=CC=CC=1)C1C=CC=CC=1.N1C=CC=CC=1.[CH2:47]([S:54](Cl)(=[O:56])=[O:55])[C:48]1[CH:53]=[CH:52][CH:51]=[CH:50][CH:49]=1. Product: [NH:20]1[CH:24]=[C:23]([C:25]2[CH:40]=[CH:39][CH:38]=[CH:37][C:26]=2[O:27][CH2:28][CH2:29][C:30]2[CH:31]=[CH:32][C:33]([NH:34][S:54]([CH2:47][C:48]3[CH:53]=[CH:52][CH:51]=[CH:50][CH:49]=3)(=[O:56])=[O:55])=[CH:35][CH:36]=2)[N:22]=[CH:21]1. The catalyst class is: 4. (5) Product: [C:6]([C:7]1[CH:14]=[CH:13][C:10]([CH:11]=[O:12])=[CH:9][CH:8]=1)#[CH:5]. The catalyst class is: 5. Reactant: C[Si]([C:5]#[C:6][C:7]1[CH:14]=[CH:13][C:10]([CH:11]=[O:12])=[CH:9][CH:8]=1)(C)C.C(Cl)Cl.C(=O)([O-])[O-].[K+].[K+]. (6) Reactant: Cl[C:2]1[N:3]=[C:4]([NH:17][CH2:18][C:19]2[CH:24]=[CH:23][CH:22]=[CH:21][N:20]=2)[C:5]2[C:10]([C:11]3[CH:16]=[CH:15][CH:14]=[CH:13][CH:12]=3)=[CH:9][S:8][C:6]=2[N:7]=1.[CH:25]1([CH2:28][NH2:29])[CH2:27][CH2:26]1. Product: [CH:25]1([CH2:28][NH:29][C:2]2[N:3]=[C:4]([NH:17][CH2:18][C:19]3[CH:24]=[CH:23][CH:22]=[CH:21][N:20]=3)[C:5]3[C:10]([C:11]4[CH:16]=[CH:15][CH:14]=[CH:13][CH:12]=4)=[CH:9][S:8][C:6]=3[N:7]=2)[CH2:27][CH2:26]1. The catalyst class is: 6.